Task: Predict which catalyst facilitates the given reaction.. Dataset: Catalyst prediction with 721,799 reactions and 888 catalyst types from USPTO (1) Reactant: [OH-].[Li+].C[O:4][C:5](=[O:22])[C:6]1[CH:11]=[C:10]([O:12][S:13]([CH3:16])(=[O:15])=[O:14])[N:9]=[C:8]([NH:17][CH:18]([CH2:20][CH3:21])[CH3:19])[CH:7]=1.Cl. Product: [CH:18]([NH:17][C:8]1[CH:7]=[C:6]([CH:11]=[C:10]([O:12][S:13]([CH3:16])(=[O:15])=[O:14])[N:9]=1)[C:5]([OH:22])=[O:4])([CH2:20][CH3:21])[CH3:19]. The catalyst class is: 1. (2) Reactant: C[O:2][C:3](=[O:17])[C:4]1[CH:9]=[C:8]([C:10]([F:13])([F:12])[F:11])[CH:7]=[C:6]([NH:14][CH2:15][CH3:16])[CH:5]=1.[OH-].[Na+]. Product: [CH2:15]([NH:14][C:6]1[CH:5]=[C:4]([CH:9]=[C:8]([C:10]([F:11])([F:12])[F:13])[CH:7]=1)[C:3]([OH:17])=[O:2])[CH3:16]. The catalyst class is: 8. (3) Reactant: [C:1]([C:4]1[N:5]=[C:6]([N:9]2[CH2:12][CH:11]([S:13][C:14]3[C@H:15]([CH3:45])[C@@H:16]4[C@@H:33]([C@H:34]([O:36][Si:37]([C:40]([CH3:43])([CH3:42])[CH3:41])([CH3:39])[CH3:38])[CH3:35])[C:32](=[O:44])[N:17]4[C:18]=3[C:19]([O:21][CH2:22][C:23]3[CH:28]=[CH:27][C:26]([N+:29]([O-:31])=[O:30])=[CH:25][CH:24]=3)=[O:20])[CH2:10]2)[S:7][CH:8]=1)([OH:3])=O.[Si:46]([O:63][CH:64]1[CH2:67][NH:66][CH2:65]1)([C:59]([CH3:62])([CH3:61])[CH3:60])([C:53]1[CH:58]=[CH:57][CH:56]=[CH:55][CH:54]=1)[C:47]1[CH:52]=[CH:51][CH:50]=[CH:49][CH:48]=1.C(P(C#N)(CC)=O)C.C(N(CC)CC)C. Product: [Si:46]([O:63][CH:64]1[CH2:65][N:66]([C:1]([C:4]2[N:5]=[C:6]([N:9]3[CH2:10][CH:11]([S:13][C:14]4[C@H:15]([CH3:45])[C@@H:16]5[C@@H:33]([C@H:34]([O:36][Si:37]([C:40]([CH3:43])([CH3:42])[CH3:41])([CH3:38])[CH3:39])[CH3:35])[C:32](=[O:44])[N:17]5[C:18]=4[C:19]([O:21][CH2:22][C:23]4[CH:28]=[CH:27][C:26]([N+:29]([O-:31])=[O:30])=[CH:25][CH:24]=4)=[O:20])[CH2:12]3)[S:7][CH:8]=2)=[O:3])[CH2:67]1)([C:59]([CH3:62])([CH3:60])[CH3:61])([C:47]1[CH:52]=[CH:51][CH:50]=[CH:49][CH:48]=1)[C:53]1[CH:54]=[CH:55][CH:56]=[CH:57][CH:58]=1. The catalyst class is: 9.